Dataset: Full USPTO retrosynthesis dataset with 1.9M reactions from patents (1976-2016). Task: Predict the reactants needed to synthesize the given product. (1) Given the product [ClH:22].[CH2:1]1[C@H:5]2[CH2:6][CH2:7][CH2:8][C@H:4]2[CH2:3][N:2]1[CH2:9][CH2:10][CH2:11][O:12][C:13]1[CH:14]=[CH:15][C:16]([C:17]([NH2:19])=[O:18])=[CH:20][CH:21]=1, predict the reactants needed to synthesize it. The reactants are: [CH2:1]1[C@H:5]2[CH2:6][CH2:7][CH2:8][C@H:4]2[CH2:3][N:2]1[CH2:9][CH2:10][CH2:11][O:12][C:13]1[CH:21]=[CH:20][C:16]([C:17]([NH2:19])=[O:18])=[CH:15][CH:14]=1.[ClH:22]. (2) Given the product [CH:20]1([CH2:19][NH:18][C:9]2[CH:10]=[C:11]([C:14]([F:17])([F:16])[F:15])[CH:12]=[CH:13][C:8]=2[C:4]2[N:5]=[CH:6][N:7]=[C:2]([NH:26][C:27]3[CH:28]=[C:29]4[C:33](=[CH:34][CH:35]=3)[CH2:32][C:31]([CH3:37])([OH:36])[CH2:30]4)[CH:3]=2)[CH2:25][CH2:24][CH2:23][CH2:22][CH2:21]1, predict the reactants needed to synthesize it. The reactants are: Cl[C:2]1[N:7]=[CH:6][N:5]=[C:4]([C:8]2[CH:13]=[CH:12][C:11]([C:14]([F:17])([F:16])[F:15])=[CH:10][C:9]=2[NH:18][CH2:19][CH:20]2[CH2:25][CH2:24][CH2:23][CH2:22][CH2:21]2)[CH:3]=1.[NH2:26][C:27]1[CH:28]=[C:29]2[C:33](=[CH:34][CH:35]=1)[CH2:32][C:31]([CH3:37])([OH:36])[CH2:30]2.